From a dataset of Full USPTO retrosynthesis dataset with 1.9M reactions from patents (1976-2016). Predict the reactants needed to synthesize the given product. (1) Given the product [NH2:14][C:9]1[C:8]([CH2:17][CH3:18])=[N:7][N:6]([CH2:5][CH2:4][O:3][CH2:1][CH3:2])[C:10]=1[C:11]([NH2:13])=[O:12], predict the reactants needed to synthesize it. The reactants are: [CH2:1]([O:3][CH2:4][CH2:5][N:6]1[C:10]([C:11]([NH2:13])=[O:12])=[C:9]([N+:14]([O-])=O)[C:8]([CH2:17][CH3:18])=[N:7]1)[CH3:2].C([O-])=O.[NH4+]. (2) Given the product [Si:27]([O:34][CH2:35][C:36]1[CH:37]=[C:38]([C:42]([C:44]2[N:45]=[CH:46][N:47]3[CH:51]=[C:50]([C:8]4[C@H:9]([CH3:10])[C@@H:5]5[C@@H:4]([C@H:2]([OH:1])[CH3:3])[C:25](=[O:26])[N:6]5[C:7]=4[C:12]([O:14][CH2:15][C:16]4[CH:21]=[CH:20][C:19]([N+:22]([O-:24])=[O:23])=[CH:18][CH:17]=4)=[O:13])[S:49][C:48]=23)=[O:43])[CH:39]=[N:40][CH:41]=1)([C:30]([CH3:31])([CH3:32])[CH3:33])([CH3:29])[CH3:28], predict the reactants needed to synthesize it. The reactants are: [OH:1][C@@H:2]([C@H:4]1[C:25](=[O:26])[N:6]2[C@@H:7]([C:12]([O:14][CH2:15][C:16]3[CH:21]=[CH:20][C:19]([N+:22]([O-:24])=[O:23])=[CH:18][CH:17]=3)=[O:13])[C:8](=O)[C@H:9]([CH3:10])[C@H:5]12)[CH3:3].[Si:27]([O:34][CH2:35][C:36]1[CH:37]=[C:38]([C:42]([C:44]2[N:45]=[CH:46][N:47]3[CH:51]=[C:50]([Sn](CCCC)(CCCC)CCCC)[S:49][C:48]=23)=[O:43])[CH:39]=[N:40][CH:41]=1)([C:30]([CH3:33])([CH3:32])[CH3:31])([CH3:29])[CH3:28]. (3) The reactants are: IC.[Cl:3][C:4]1[CH:5]=[CH:6][C:7]([O:24][CH2:25][C:26]2[CH:31]=[CH:30][CH:29]=[CH:28][CH:27]=2)=[C:8]([CH2:10][N:11]2[C:15]([CH3:16])=[CH:14][C:13]([N:17]3[CH2:22][CH2:21][NH:20][CH2:19][C:18]3=[O:23])=[N:12]2)[CH:9]=1.[CH:32](N(C(C)C)CC)(C)C. Given the product [Cl:3][C:4]1[CH:5]=[CH:6][C:7]([O:24][CH2:25][C:26]2[CH:27]=[CH:28][CH:29]=[CH:30][CH:31]=2)=[C:8]([CH2:10][N:11]2[C:15]([CH3:16])=[CH:14][C:13]([N:17]3[CH2:22][CH2:21][N:20]([CH3:32])[CH2:19][C:18]3=[O:23])=[N:12]2)[CH:9]=1, predict the reactants needed to synthesize it.